This data is from NCI-60 drug combinations with 297,098 pairs across 59 cell lines. The task is: Regression. Given two drug SMILES strings and cell line genomic features, predict the synergy score measuring deviation from expected non-interaction effect. (1) Cell line: MCF7. Synergy scores: CSS=21.0, Synergy_ZIP=-1.25, Synergy_Bliss=-2.56, Synergy_Loewe=-1.51, Synergy_HSA=-1.87. Drug 2: C#CCC(CC1=CN=C2C(=N1)C(=NC(=N2)N)N)C3=CC=C(C=C3)C(=O)NC(CCC(=O)O)C(=O)O. Drug 1: CCC1=CC2CC(C3=C(CN(C2)C1)C4=CC=CC=C4N3)(C5=C(C=C6C(=C5)C78CCN9C7C(C=CC9)(C(C(C8N6C)(C(=O)OC)O)OC(=O)C)CC)OC)C(=O)OC.C(C(C(=O)O)O)(C(=O)O)O. (2) Drug 1: C1=C(C(=O)NC(=O)N1)F. Drug 2: CC1=C2C(C(=O)C3(C(CC4C(C3C(C(C2(C)C)(CC1OC(=O)C(C(C5=CC=CC=C5)NC(=O)C6=CC=CC=C6)O)O)OC(=O)C7=CC=CC=C7)(CO4)OC(=O)C)O)C)OC(=O)C. Cell line: BT-549. Synergy scores: CSS=39.7, Synergy_ZIP=-8.71, Synergy_Bliss=-10.9, Synergy_Loewe=-6.49, Synergy_HSA=-4.01. (3) Drug 1: CN(C(=O)NC(C=O)C(C(C(CO)O)O)O)N=O. Drug 2: CC1C(C(CC(O1)OC2CC(CC3=C2C(=C4C(=C3O)C(=O)C5=CC=CC=C5C4=O)O)(C(=O)C)O)N)O. Cell line: TK-10. Synergy scores: CSS=56.2, Synergy_ZIP=1.18, Synergy_Bliss=0.848, Synergy_Loewe=-10.8, Synergy_HSA=2.77. (4) Drug 1: CN(CC1=CN=C2C(=N1)C(=NC(=N2)N)N)C3=CC=C(C=C3)C(=O)NC(CCC(=O)O)C(=O)O. Drug 2: C1CNP(=O)(OC1)N(CCCl)CCCl. Cell line: COLO 205. Synergy scores: CSS=19.4, Synergy_ZIP=0.609, Synergy_Bliss=-1.05, Synergy_Loewe=-44.5, Synergy_HSA=-2.37.